This data is from Forward reaction prediction with 1.9M reactions from USPTO patents (1976-2016). The task is: Predict the product of the given reaction. (1) Given the reactants [Br:1][C:2]1[C:3]([Cl:12])=[N:4][CH:5]=[C:6]([S:8](Cl)(=[O:10])=[O:9])[CH:7]=1.[NH2:13][CH2:14][CH2:15][N:16]1[CH2:21][CH2:20][CH2:19][CH2:18][CH2:17]1, predict the reaction product. The product is: [Br:1][C:2]1[CH:7]=[C:6]([S:8]([NH:13][CH2:14][CH2:15][N:16]2[CH2:21][CH2:20][CH2:19][CH2:18][CH2:17]2)(=[O:10])=[O:9])[CH:5]=[N:4][C:3]=1[Cl:12]. (2) Given the reactants C([NH:4][C:5]1[C:14]2[C:9](=[CH:10][CH:11]=[C:12](Cl)[CH:13]=2)[N:8]=[C:7]([NH:16][CH2:17][C:18]2[O:19][C:20]([CH3:23])=[CH:21][CH:22]=2)[CH:6]=1)C=C.[CH2:24]([NH2:31])[C:25]1[CH:30]=[CH:29][CH:28]=[CH:27][CH:26]=1, predict the reaction product. The product is: [CH2:24]([NH:31][C:12]1[CH:13]=[C:14]2[C:9](=[CH:10][CH:11]=1)[N:8]=[C:7]([NH:16][CH2:17][C:18]1[O:19][C:20]([CH3:23])=[CH:21][CH:22]=1)[CH:6]=[C:5]2[NH2:4])[C:25]1[CH:30]=[CH:29][CH:28]=[CH:27][CH:26]=1. (3) Given the reactants [C:1]1(=O)[CH2:4][CH2:3][CH2:2]1.C([O-])(=O)C.[NH4+].[CH3:11][C:12]1([CH3:20])[O:17][C:16](=[O:18])[CH2:15][C:14](=[O:19])[O:13]1.C(O)(=O)C, predict the reaction product. The product is: [C:1]1(=[C:15]2[C:16](=[O:18])[O:17][C:12]([CH3:20])([CH3:11])[O:13][C:14]2=[O:19])[CH2:4][CH2:3][CH2:2]1. (4) Given the reactants [NH2:1][C:2]([NH2:4])=[S:3].Br[CH:6]([C:31]1[CH:36]=[CH:35][C:34]([Cl:37])=[CH:33][CH:32]=1)[C:7]([C:9]1[CH:10]=[C:11]([C:27]([NH:29][CH3:30])=[O:28])[C:12](=[O:26])[N:13]([C:16]2[CH:21]=[CH:20][CH:19]=[C:18]([C:22]([F:25])([F:24])[F:23])[CH:17]=2)[C:14]=1[CH3:15])=O, predict the reaction product. The product is: [NH2:1][C:2]1[S:3][C:6]([C:31]2[CH:32]=[CH:33][C:34]([Cl:37])=[CH:35][CH:36]=2)=[C:7]([C:9]2[CH:10]=[C:11]([C:27]([NH:29][CH3:30])=[O:28])[C:12](=[O:26])[N:13]([C:16]3[CH:21]=[CH:20][CH:19]=[C:18]([C:22]([F:24])([F:23])[F:25])[CH:17]=3)[C:14]=2[CH3:15])[N:4]=1. (5) Given the reactants CCN=C=NCCCN(C)C.Cl.C1C=CC2N(O)N=NC=2C=1.[CH3:23][O:24][C:25](=[O:45])[CH:26]([NH2:44])[CH2:27][CH:28]=[CH:29][C:30]1[CH:35]=[CH:34][C:33]([N:36]([CH3:43])[C:37]2[N:42]=[CH:41][CH:40]=[CH:39][N:38]=2)=[CH:32][CH:31]=1.[Cl:46][C:47]1[CH:55]=[CH:54][CH:53]=[C:52]([F:56])[C:48]=1[C:49](O)=[O:50].Cl, predict the reaction product. The product is: [CH3:23][O:24][C:25](=[O:45])[CH:26]([NH:44][C:49](=[O:50])[C:48]1[C:52]([F:56])=[CH:53][CH:54]=[CH:55][C:47]=1[Cl:46])[CH2:27]/[CH:28]=[CH:29]/[C:30]1[CH:31]=[CH:32][C:33]([N:36]([CH3:43])[C:37]2[N:42]=[CH:41][CH:40]=[CH:39][N:38]=2)=[CH:34][CH:35]=1. (6) The product is: [C:12]1([C:10]2[NH:9][C:8]3[CH:18]=[CH:19][C:5]([CH2:3][OH:2])=[CH:6][C:7]=3[N:11]=2)[CH:17]=[CH:16][CH:15]=[CH:14][CH:13]=1. Given the reactants C[O:2][C:3]([C:5]1[CH:19]=[CH:18][C:8]2[NH:9][C:10]([C:12]3[CH:17]=[CH:16][CH:15]=[CH:14][CH:13]=3)=[N:11][C:7]=2[CH:6]=1)=O.[H-].[H-].[H-].[H-].[Li+].[Al+3].O.[OH-].[Na+], predict the reaction product. (7) Given the reactants Br[C:2]1[N:6]([CH2:7][CH2:8][F:9])[C:5]2[CH:10]=[CH:11][CH:12]=[CH:13][C:4]=2[N:3]=1.[CH3:14][N:15]([C:23]1[CH:28]=[CH:27][C:26]([C:29]#[CH:30])=[CH:25][CH:24]=1)[C:16](=[O:22])[O:17][C:18]([CH3:21])([CH3:20])[CH3:19], predict the reaction product. The product is: [F:9][CH2:8][CH2:7][N:6]1[C:5]2[CH:10]=[CH:11][CH:12]=[CH:13][C:4]=2[N:3]=[C:2]1[C:30]#[C:29][C:26]1[CH:25]=[CH:24][C:23]([N:15]([CH3:14])[C:16](=[O:22])[O:17][C:18]([CH3:19])([CH3:21])[CH3:20])=[CH:28][CH:27]=1.